Predict the product of the given reaction. From a dataset of Forward reaction prediction with 1.9M reactions from USPTO patents (1976-2016). (1) Given the reactants [C:1]([O:5][C:6]([N:8]1[CH2:13][CH2:12][CH:11]([CH2:14][S:15][C:16]2[CH:21]=[CH:20][CH:19]=[CH:18][C:17]=2[F:22])[CH2:10][CH2:9]1)=[O:7])([CH3:4])([CH3:3])[CH3:2].ClC1C=CC=C(C(OO)=[O:31])C=1.S([O-])([O-])(=O)=S.[Na+].[Na+].C(OCC)(=O)C, predict the reaction product. The product is: [C:1]([O:5][C:6]([N:8]1[CH2:9][CH2:10][CH:11]([CH2:14][S:15]([C:16]2[CH:21]=[CH:20][CH:19]=[CH:18][C:17]=2[F:22])=[O:31])[CH2:12][CH2:13]1)=[O:7])([CH3:4])([CH3:2])[CH3:3]. (2) Given the reactants CC(C)([O-])C.[K+].[CH3:7][C:8]1([CH3:16])[O:13][CH2:12][CH:11]([CH2:14][OH:15])[CH2:10][O:9]1.[Cl:17][C:18]1[C:19](F)=[CH:20][C:21]([F:31])=[C:22]([CH:30]=1)[C:23]([O:25][C:26]([CH3:29])([CH3:28])[CH3:27])=[O:24], predict the reaction product. The product is: [Cl:17][C:18]1[C:19]([O:15][CH2:14][CH:11]2[CH2:12][O:13][C:8]([CH3:16])([CH3:7])[O:9][CH2:10]2)=[CH:20][C:21]([F:31])=[C:22]([CH:30]=1)[C:23]([O:25][C:26]([CH3:27])([CH3:28])[CH3:29])=[O:24]. (3) Given the reactants [OH:1][CH:2]([CH2:15][NH:16][C@@H:17]([C:19]1[C:28]2[C:23](=[CH:24][CH:25]=[CH:26][CH:27]=2)[CH:22]=[CH:21][CH:20]=1)[CH3:18])[CH2:3][C:4]1[CH:14]=[CH:13][C:7]([C:8]([O:10]CC)=[O:9])=[CH:6][CH:5]=1.[OH-].[Li+].Cl, predict the reaction product. The product is: [OH:1][CH:2]([CH2:15][NH:16][C@@H:17]([C:19]1[C:28]2[C:23](=[CH:24][CH:25]=[CH:26][CH:27]=2)[CH:22]=[CH:21][CH:20]=1)[CH3:18])[CH2:3][C:4]1[CH:14]=[CH:13][C:7]([C:8]([OH:10])=[O:9])=[CH:6][CH:5]=1. (4) Given the reactants C(=O)(OCC(F)(F)C(F)(F)C(F)(F)C(F)F)OCC(F)(F)C(F)(F)C(F)(F)C(F)F.FC(F)(C(F)(F)C(F)(F)C(F)F)C[NH:34][C:35](=[O:62])[O:36][CH2:37][C:38]1[CH:43]=[CH:42][CH:41]=[C:40]([CH2:44][O:45][C:46](=[O:61])[NH:47]CC(F)(F)C(F)(F)C(F)(F)C(F)F)[CH:39]=1, predict the reaction product. The product is: [C:46](=[O:61])([O:45][CH2:44][C:40]1[CH:41]=[CH:42][CH:43]=[C:38]([CH2:37][O:36][C:35](=[O:62])[NH2:34])[CH:39]=1)[NH2:47]. (5) The product is: [Cl:1][C:2]1[C:3]([N:40]([S:41]([CH3:44])(=[O:42])=[O:43])[CH2:46][C:47]2[CH:52]=[CH:51][CH:50]=[CH:49][N:48]=2)=[N:4][C:5]([N:30]([CH2:36][CH2:37][O:38][CH3:39])[CH2:31][C@@H:32]2[CH2:34][C@H:33]2[CH3:35])=[CH:6][C:7]=1[C:8]1[O:12][C:11]([C@@:13]([NH:22][C:23](=[O:29])[O:24][C:25]([CH3:26])([CH3:27])[CH3:28])([CH3:21])[CH2:14][C:15]2[CH:20]=[CH:19][CH:18]=[CH:17][CH:16]=2)=[N:10][N:9]=1. Given the reactants [Cl:1][C:2]1[C:3]([NH:40][S:41]([CH3:44])(=[O:43])=[O:42])=[N:4][C:5]([N:30]([CH2:36][CH2:37][O:38][CH3:39])[CH2:31][C@@H:32]2[CH2:34][C@H:33]2[CH3:35])=[CH:6][C:7]=1[C:8]1[O:12][C:11]([C@@:13]([NH:22][C:23](=[O:29])[O:24][C:25]([CH3:28])([CH3:27])[CH3:26])([CH3:21])[CH2:14][C:15]2[CH:20]=[CH:19][CH:18]=[CH:17][CH:16]=2)=[N:10][N:9]=1.O[CH2:46][C:47]1[CH:52]=[CH:51][CH:50]=[CH:49][N:48]=1.C1(P(C2C=CC=CC=2)C2C=CC=CC=2)C=CC=CC=1.N(C(OC(C)C)=O)=NC(OC(C)C)=O, predict the reaction product. (6) Given the reactants Cl[C:2]1[N:7]=[C:6]([CH3:8])[C:5]([N+:9]([O-:11])=[O:10])=[CH:4][CH:3]=1.[C:12]([O:16][C:17](=[O:25])[N:18]([CH2:22][CH2:23][OH:24])[CH2:19][CH2:20][CH3:21])([CH3:15])([CH3:14])[CH3:13].[H-].[Li+], predict the reaction product. The product is: [C:12]([O:16][C:17](=[O:25])[N:18]([CH2:22][CH2:23][O:24][C:2]1[CH:3]=[CH:4][C:5]([N+:9]([O-:11])=[O:10])=[C:6]([CH3:8])[N:7]=1)[CH2:19][CH2:20][CH3:21])([CH3:13])([CH3:14])[CH3:15]. (7) The product is: [Cl:15][C:16]1[CH:17]=[C:18]([NH:19][C:2]([NH:3][C:12](=[O:13])[CH2:11][C:5]2[CH:10]=[CH:9][CH:8]=[CH:7][CH:6]=2)=[S:1])[CH:20]=[C:21]([Cl:23])[CH:22]=1. Given the reactants [S-:1][C:2]#[N:3].[NH4+].[C:5]1([CH2:11][C:12](Cl)=[O:13])[CH:10]=[CH:9][CH:8]=[CH:7][CH:6]=1.[Cl:15][C:16]1[CH:17]=[C:18]([CH:20]=[C:21]([Cl:23])[CH:22]=1)[NH2:19], predict the reaction product.